Dataset: Full USPTO retrosynthesis dataset with 1.9M reactions from patents (1976-2016). Task: Predict the reactants needed to synthesize the given product. (1) Given the product [Br:9][C:5]1[N:6]=[C:7]([N:10]2[CH2:15][CH2:14][CH2:13][CH2:12][CH2:11]2)[C:2]([NH2:1])=[N:3][CH:4]=1, predict the reactants needed to synthesize it. The reactants are: [NH2:1][C:2]1[C:7](Br)=[N:6][C:5]([Br:9])=[CH:4][N:3]=1.[NH:10]1[CH2:15][CH2:14][CH2:13][CH2:12][CH2:11]1. (2) Given the product [CH3:10][O:11][C:12]1[CH:13]=[C:14]([CH:16]=[CH:17][CH:18]=1)[N:15]=[CH:4][C:3]1[CH:6]=[CH:7][CH:8]=[CH:9][C:2]=1[CH3:1], predict the reactants needed to synthesize it. The reactants are: [CH3:1][C:2]1[CH:9]=[CH:8][CH:7]=[CH:6][C:3]=1[CH:4]=O.[CH3:10][O:11][C:12]1[CH:13]=[C:14]([CH:16]=[CH:17][CH:18]=1)[NH2:15].